Dataset: NCI-60 drug combinations with 297,098 pairs across 59 cell lines. Task: Regression. Given two drug SMILES strings and cell line genomic features, predict the synergy score measuring deviation from expected non-interaction effect. Drug 1: C1C(C(OC1N2C=NC3=C(N=C(N=C32)Cl)N)CO)O. Drug 2: C(CN)CNCCSP(=O)(O)O. Cell line: HS 578T. Synergy scores: CSS=7.30, Synergy_ZIP=-0.839, Synergy_Bliss=1.54, Synergy_Loewe=4.44, Synergy_HSA=1.52.